Task: Predict the product of the given reaction.. Dataset: Forward reaction prediction with 1.9M reactions from USPTO patents (1976-2016) (1) Given the reactants CON(C)[C:4](=[O:15])[C:5]1[CH:10]=[CH:9][C:8]([C:11]([F:14])([F:13])[F:12])=[N:7][CH:6]=1.[Cl:17][C:18]1[CH:19]=[C:20]([Mg]Br)[CH:21]=[CH:22][CH:23]=1, predict the reaction product. The product is: [Cl:17][C:18]1[CH:23]=[C:22]([C:4]([C:5]2[CH:6]=[N:7][C:8]([C:11]([F:14])([F:13])[F:12])=[CH:9][CH:10]=2)=[O:15])[CH:21]=[CH:20][CH:19]=1. (2) Given the reactants [Br:1][C:2]1[CH:10]=[C:9]2[C:5]([CH2:6][CH2:7][C:8]2=O)=[CH:4][CH:3]=1.O1CCC[CH2:13]1, predict the reaction product. The product is: [Br:1][C:2]1[CH:10]=[C:9]2[C:5]([CH2:6][CH2:7][C:8]2=[CH2:13])=[CH:4][CH:3]=1. (3) Given the reactants Cl[C:2]1[CH:12]=[CH:11][C:5]([C:6]([O:8]CC)=[O:7])=[CH:4][N:3]=1.[CH3:13][O:14][C@@H:15]([CH3:18])[CH2:16][OH:17].[OH-].[Li+], predict the reaction product. The product is: [CH3:13][O:14][C@@H:15]([CH3:18])[CH2:16][O:17][C:2]1[CH:12]=[CH:11][C:5]([C:6]([OH:8])=[O:7])=[CH:4][N:3]=1. (4) Given the reactants [CH3:1][N:2]1[CH:6]=[C:5]([C:7]2[CH:12]=[CH:11][N:10]=[CH:9][CH:8]=2)[C:4]([C:13]2[CH:29]=[CH:28][C:16]([O:17][CH2:18][C:19]3S[C:21]4[CH:27]=[CH:26][CH:25]=[CH:24][C:22]=4[N:23]=3)=[CH:15][CH:14]=2)=[N:3]1.ClCC1[N:36]([CH2:37][C:38]([F:41])([F:40])[F:39])C2C=CC=CC=2N=1, predict the reaction product. The product is: [CH3:1][N:2]1[CH:6]=[C:5]([C:7]2[CH:12]=[CH:11][N:10]=[CH:9][CH:8]=2)[C:4]([C:13]2[CH:29]=[CH:28][C:16]([O:17][CH2:18][C:19]3[N:36]([CH2:37][C:38]([F:41])([F:40])[F:39])[C:21]4[CH:27]=[CH:26][CH:25]=[CH:24][C:22]=4[N:23]=3)=[CH:15][CH:14]=2)=[N:3]1. (5) Given the reactants [F:1][C:2]([F:13])([F:12])[C:3]1[CH:11]=[CH:10][C:6]([C:7]([OH:9])=O)=[CH:5][N:4]=1.[CH2:14]([O:16][C:17]1[CH:23]=[CH:22][C:20]([NH2:21])=[C:19]([N+:24]([O-:26])=[O:25])[CH:18]=1)[CH3:15], predict the reaction product. The product is: [F:12][C:2]([F:1])([F:13])[C:3]1[N:4]=[CH:5][C:6]([C:7]([NH:21][C:20]2[CH:22]=[CH:23][C:17]([O:16][CH2:14][CH3:15])=[CH:18][C:19]=2[N+:24]([O-:26])=[O:25])=[O:9])=[CH:10][CH:11]=1. (6) The product is: [CH2:12]([N:14]([CH2:15][CH3:16])[C:5](=[O:7])[C:4]1[CH:8]=[CH:9][CH:10]=[C:2]([Cl:1])[C:3]=1[OH:11])[CH3:13]. Given the reactants [Cl:1][C:2]1[C:3]([OH:11])=[C:4]([CH:8]=[CH:9][CH:10]=1)[C:5]([OH:7])=O.[CH2:12]([NH:14][CH2:15][CH3:16])[CH3:13].F[P-](F)(F)(F)(F)F.N1(O[P+](N2CCCC2)(N2CCCC2)N2CCCC2)C2C=CC=CC=2N=N1, predict the reaction product. (7) Given the reactants P(=O)(O)(O)O.[C:6]1([CH:12]2[CH2:16][CH2:15][NH:14][CH2:13]2)[CH:11]=[CH:10][CH:9]=[CH:8][CH:7]=1.[CH:17]([C:19]1[CH:33]=[CH:32][C:22]([O:23][C:24]2[CH:31]=[CH:30][C:27]([C:28]#[N:29])=[CH:26][N:25]=2)=[C:21]([CH3:34])[CH:20]=1)=O.C(O[BH-](OC(=O)C)OC(=O)C)(=O)C.[Na+].C(O)(=O)C, predict the reaction product. The product is: [CH3:34][C:21]1[CH:20]=[C:19]([CH2:17][N:14]2[CH2:15][CH2:16][CH:12]([C:6]3[CH:11]=[CH:10][CH:9]=[CH:8][CH:7]=3)[CH2:13]2)[CH:33]=[CH:32][C:22]=1[O:23][C:24]1[CH:31]=[CH:30][C:27]([C:28]#[N:29])=[CH:26][N:25]=1. (8) The product is: [CH2:1]([O:3][C:4]([C@@H:6]1[CH2:11][C@H:10]([C:12]2[CH:17]=[CH:16][C:15]([O:18][CH3:19])=[CH:14][CH:13]=2)[C@@H:9]([O:20][CH2:44][C:41]2[CH:42]=[CH:43][C:38]3[O:37][CH2:36][C:35](=[O:52])[N:34]([CH2:33][CH2:32][CH2:31][O:30][CH3:29])[C:39]=3[CH:40]=2)[CH2:8][N:7]1[C:21]1[CH:22]=[CH:23][C:24]([O:27][CH3:28])=[CH:25][CH:26]=1)=[O:5])[CH3:2]. Given the reactants [CH2:1]([O:3][C:4]([C@@H:6]1[CH2:11][C@H:10]([C:12]2[CH:17]=[CH:16][C:15]([O:18][CH3:19])=[CH:14][CH:13]=2)[C@@H:9]([OH:20])[CH2:8][N:7]1[C:21]1[CH:26]=[CH:25][C:24]([O:27][CH3:28])=[CH:23][CH:22]=1)=[O:5])[CH3:2].[CH3:29][O:30][CH2:31][CH2:32][CH2:33][N:34]1[C:39]2[CH:40]=[C:41]([CH2:44]OC(=N)C(Cl)(Cl)Cl)[CH:42]=[CH:43][C:38]=2[O:37][CH2:36][C:35]1=[O:52].FC(F)(F)S(O)(=O)=O, predict the reaction product.